Dataset: Forward reaction prediction with 1.9M reactions from USPTO patents (1976-2016). Task: Predict the product of the given reaction. (1) Given the reactants [CH2:1]([O:8][CH2:9][C@H:10]([O:15][CH2:16][CH:17]=O)[CH2:11][CH:12]=[CH:13][CH3:14])[C:2]1[CH:7]=[CH:6][CH:5]=[CH:4][CH:3]=1.C([O-])(=O)C.[Na+].Cl.[NH2:25][OH:26], predict the reaction product. The product is: [CH2:1]([O:8][CH2:9][C@H:10]([O:15][CH2:16][CH:17]=[N:25][OH:26])[CH2:11][CH:12]=[CH:13][CH3:14])[C:2]1[CH:7]=[CH:6][CH:5]=[CH:4][CH:3]=1. (2) The product is: [Cl:14][C:10]1[C:11]([S:2][CH3:1])=[N:12][C:7]([CH:4]2[CH2:6][CH2:5]2)=[N:8][C:9]=1[C:15]([O:17][CH3:18])=[O:16]. Given the reactants [CH3:1][S-:2].[Na+].[CH:4]1([C:7]2[N:12]=[C:11](Cl)[C:10]([Cl:14])=[C:9]([C:15]([O:17][CH3:18])=[O:16])[N:8]=2)[CH2:6][CH2:5]1, predict the reaction product. (3) Given the reactants [CH3:1][O:2][CH2:3][C@H:4]([CH3:54])[CH2:5][O:6][CH2:7][C:8]1[CH:13]=[CH:12][C:11]([C@@H:14]2[C@@H:19]([O:20][CH2:21][C:22]3[CH:23]=[CH:24][C:25]4[O:30][CH2:29][CH2:28][N:27]([CH2:31][CH2:32][CH2:33][O:34][CH3:35])[C:26]=4[CH:36]=3)[CH2:18][N:17]([S:37]([C:40]3[CH:45]=[CH:44][C:43]([CH3:46])=[CH:42][CH:41]=3)(=[O:39])=[O:38])[C@@H:16]([CH2:47][C:48]([CH3:53])([CH3:52])[C:49]([OH:51])=O)[CH2:15]2)=[CH:10][CH:9]=1.[CH3:55][NH2:56], predict the reaction product. The product is: [CH3:1][O:2][CH2:3][C@H:4]([CH3:54])[CH2:5][O:6][CH2:7][C:8]1[CH:13]=[CH:12][C:11]([C@@H:14]2[C@@H:19]([O:20][CH2:21][C:22]3[CH:23]=[CH:24][C:25]4[O:30][CH2:29][CH2:28][N:27]([CH2:31][CH2:32][CH2:33][O:34][CH3:35])[C:26]=4[CH:36]=3)[CH2:18][N:17]([S:37]([C:40]3[CH:45]=[CH:44][C:43]([CH3:46])=[CH:42][CH:41]=3)(=[O:38])=[O:39])[C@@H:16]([CH2:47][C:48]([CH3:53])([CH3:52])[C:49]([NH:56][CH3:55])=[O:51])[CH2:15]2)=[CH:10][CH:9]=1. (4) Given the reactants [Cl:1][C:2]1[CH:7]=[C:6]([Cl:8])[CH:5]=[CH:4][C:3]=1[C:9]1[C:10]([C:18]#[N:19])=[CH:11][C:12]2[N:13]([CH:15]=[CH:16][N:17]=2)[CH:14]=1.[N+:20]([O-])([OH:22])=[O:21].O, predict the reaction product. The product is: [Cl:1][C:2]1[CH:7]=[C:6]([Cl:8])[CH:5]=[CH:4][C:3]=1[C:9]1[C:10]([C:18]#[N:19])=[CH:11][C:12]2[N:13]([C:15]([N+:20]([O-:22])=[O:21])=[CH:16][N:17]=2)[CH:14]=1. (5) Given the reactants [CH:1]1([NH:4][C:5]([NH:7][C:8]2[CH:13]=[CH:12][C:11]([B:14]3[O:18][C:17]([CH3:20])([CH3:19])[C:16]([CH3:22])([CH3:21])[O:15]3)=[CH:10][CH:9]=2)=[O:6])[CH2:3][CH2:2]1.[CH3:23][N:24]1[CH2:29][CH2:28][N:27]([C:30]2C=CC(N)=[CH:32][CH:31]=2)[CH2:26][CH2:25]1, predict the reaction product. The product is: [CH3:23][N:24]1[CH2:29][CH2:28][N:27]([C:30]2[CH:3]=[CH:2][C:1]([NH:4][C:5]([NH:7][C:8]3[CH:13]=[CH:12][C:11]([B:14]4[O:18][C:17]([CH3:19])([CH3:20])[C:16]([CH3:21])([CH3:22])[O:15]4)=[CH:10][CH:9]=3)=[O:6])=[CH:32][CH:31]=2)[CH2:26][CH2:25]1.